Dataset: Forward reaction prediction with 1.9M reactions from USPTO patents (1976-2016). Task: Predict the product of the given reaction. (1) Given the reactants Br[C:2]1[CH:3]=[C:4]2[C:8](=[CH:9][CH:10]=1)[N:7]([S:11]([CH2:14][CH3:15])(=[O:13])=[O:12])[CH2:6][CH2:5]2.[CH3:16][N:17]1[C:21]([C:22]#[N:23])=[CH:20][CH:19]=[C:18]1B(O)O.[F-].[K+], predict the reaction product. The product is: [CH2:14]([S:11]([N:7]1[C:8]2[C:4](=[CH:3][C:2]([C:18]3[N:17]([CH3:16])[C:21]([C:22]#[N:23])=[CH:20][CH:19]=3)=[CH:10][CH:9]=2)[CH2:5][CH2:6]1)(=[O:13])=[O:12])[CH3:15]. (2) The product is: [CH2:24]([O:22][C:19]1[CH:18]=[CH:17][C:16](/[CH:15]=[CH:14]/[C:11]2[N:12]([CH2:7][CH2:2][CH2:3][CH3:4])[CH:13]=[C:9]([C:3]3[CH:4]=[CH:5][C:6]([Cl:8])=[CH:7][C:2]=3[Cl:1])[N:10]=2)=[CH:21][CH:20]=1)[CH2:25][CH2:26][CH3:27]. Given the reactants [Cl:1][C:2]1[CH:7]=[C:6]([Cl:8])[CH:5]=[CH:4][C:3]=1[C:9]1[N:10]=[C:11](/[CH:14]=[CH:15]/[C:16]2[CH:21]=[CH:20][C:19]([OH:22])=[CH:18][CH:17]=2)[NH:12][CH:13]=1.Br[CH2:24][CH2:25][CH2:26][CH3:27], predict the reaction product. (3) Given the reactants CNCCNC.[C:7]12([C:17]3[N:18]=[C:19]4[N:23]([CH:24]=3)[C:22]([C:25]3[CH:30]=[CH:29][CH:28]=[C:27](Br)[CH:26]=3)=[CH:21][S:20]4)[CH2:16][CH:11]3[CH2:12][CH:13]([CH2:15][CH:9]([CH2:10]3)[CH2:8]1)[CH2:14]2.[C:32]([NH2:35])(=[O:34])[CH3:33].P([O-])([O-])([O-])=O.[K+].[K+].[K+], predict the reaction product. The product is: [C:7]12([C:17]3[N:18]=[C:19]4[N:23]([CH:24]=3)[C:22]([C:25]3[CH:30]=[CH:29][CH:28]=[C:27]([NH:35][C:32](=[O:34])[CH3:33])[CH:26]=3)=[CH:21][S:20]4)[CH2:16][CH:11]3[CH2:12][CH:13]([CH2:15][CH:9]([CH2:10]3)[CH2:8]1)[CH2:14]2. (4) Given the reactants [Cl:1][C:2]1[CH:25]=[CH:24][C:5]([CH2:6][C:7]2[CH:8]=[N:9][O:10][C:11]=2[C@H:12]2[CH2:16][CH2:15][CH2:14][N:13]2[C:17]([O:19]C(C)(C)C)=O)=[CH:4][CH:3]=1.CCN(C(C)C)C(C)C.[N:35]([C:38]1[CH:43]=[CH:42][C:41]([C:44]([F:47])([F:46])[F:45])=[CH:40][CH:39]=1)=C=O, predict the reaction product. The product is: [Cl:1][C:2]1[CH:3]=[CH:4][C:5]([CH2:6][C:7]2[CH:8]=[N:9][O:10][C:11]=2[C@H:12]2[CH2:16][CH2:15][CH2:14][N:13]2[C:17]([NH:35][C:38]2[CH:43]=[CH:42][C:41]([C:44]([F:45])([F:46])[F:47])=[CH:40][CH:39]=2)=[O:19])=[CH:24][CH:25]=1.